Predict the reaction yield, written as a fraction of the theoretical maximum amount of product (1.0 means a 100% yield; for example, 0.34 means a 34% yield). From a dataset of Reaction yield outcomes from USPTO patents with 853,638 reactions. The reactants are [CH2:1]([O:3][C:4]1[N:5]=[C:6]2[CH:12]=[C:11]([C:13]([OH:15])=O)[S:10][C:7]2=[N:8][CH:9]=1)[CH3:2].S(Cl)([Cl:18])=O. No catalyst specified. The product is [CH2:1]([O:3][C:4]1[N:5]=[C:6]2[CH:12]=[C:11]([C:13]([Cl:18])=[O:15])[S:10][C:7]2=[N:8][CH:9]=1)[CH3:2]. The yield is 1.00.